Dataset: Catalyst prediction with 721,799 reactions and 888 catalyst types from USPTO. Task: Predict which catalyst facilitates the given reaction. (1) Reactant: C([O:7][C:8]1[C:13](=[O:14])[N:12]([CH:15]([CH3:17])[CH3:16])[C:11](=[O:18])[N:10]2[CH:19]([CH2:32][CH2:33][OH:34])[CH2:20][N:21]([CH2:24][C:25]3[CH:30]=[CH:29][C:28]([F:31])=[CH:27][CH:26]=3)[C:22](=[O:23])[C:9]=12)(=O)C(C)(C)C.C[O-].[Na+]. Product: [F:31][C:28]1[CH:27]=[CH:26][C:25]([CH2:24][N:21]2[CH2:20][CH:19]([CH2:32][CH2:33][OH:34])[N:10]3[C:11](=[O:18])[N:12]([CH:15]([CH3:17])[CH3:16])[C:13](=[O:14])[C:8]([OH:7])=[C:9]3[C:22]2=[O:23])=[CH:30][CH:29]=1. The catalyst class is: 5. (2) Reactant: [OH:1][CH2:2][CH2:3][NH:4][C:5]1[N:6]=[C:7]([C:38]([F:41])([F:40])[F:39])[C:8]2[C:13]([C:14]3[CH:19]=[CH:18][CH:17]=[CH:16][CH:15]=3)=[C:12]([C:20]3[CH:25]=[CH:24][C:23]([C:26]4([NH:30]C(=O)OC(C)(C)C)[CH2:29][CH2:28][CH2:27]4)=[CH:22][CH:21]=3)[O:11][C:9]=2[N:10]=1.[ClH:42].O1CCOCC1.C(OCC)C. Product: [ClH:42].[NH2:30][C:26]1([C:23]2[CH:22]=[CH:21][C:20]([C:12]3[O:11][C:9]4[N:10]=[C:5]([NH:4][CH2:3][CH2:2][OH:1])[N:6]=[C:7]([C:38]([F:41])([F:39])[F:40])[C:8]=4[C:13]=3[C:14]3[CH:15]=[CH:16][CH:17]=[CH:18][CH:19]=3)=[CH:25][CH:24]=2)[CH2:29][CH2:28][CH2:27]1. The catalyst class is: 1. (3) Reactant: [CH3:1][N:2]([C:11]1[CH:16]=[CH:15][C:14]([N+:17]([O-])=O)=[CH:13][CH:12]=1)[C@@H:3]1[CH2:7][CH2:6][N:5]([C:8](=[O:10])[CH3:9])[CH2:4]1.[H][H]. Product: [NH2:17][C:14]1[CH:13]=[CH:12][C:11]([N:2]([CH3:1])[C@@H:3]2[CH2:7][CH2:6][N:5]([C:8](=[O:10])[CH3:9])[CH2:4]2)=[CH:16][CH:15]=1. The catalyst class is: 123. (4) Reactant: F[C:2]1[C:10]([N+:11]([O-:13])=[O:12])=[CH:9][CH:8]=[C:7]([F:14])[C:3]=1[C:4]([OH:6])=[O:5].CCN(CC)CC.[NH2:22][C:23]1[CH:28]=[CH:27][CH:26]=[CH:25][CH:24]=1.Cl. Product: [F:14][C:7]1[C:3]([C:4]([OH:6])=[O:5])=[C:2]([NH:22][C:23]2[CH:28]=[CH:27][CH:26]=[CH:25][CH:24]=2)[C:10]([N+:11]([O-:13])=[O:12])=[CH:9][CH:8]=1. The catalyst class is: 88. (5) Reactant: [C:1]([C:3]([C:11]1[CH:16]=[CH:15][CH:14]=[CH:13][N:12]=1)([CH3:10])[CH2:4][CH2:5][C:6](OC)=[O:7])#[N:2]. Product: [CH3:10][C:3]1([C:11]2[CH:16]=[CH:15][CH:14]=[CH:13][N:12]=2)[CH2:1][NH:2][C:6](=[O:7])[CH2:5][CH2:4]1. The catalyst class is: 171.